This data is from Full USPTO retrosynthesis dataset with 1.9M reactions from patents (1976-2016). The task is: Predict the reactants needed to synthesize the given product. Given the product [CH3:1][CH:2]1[CH2:3][CH:4]([OH:5])[C:6](=[C:7]([CH3:8])[CH3:9])[CH2:10][CH2:11]1, predict the reactants needed to synthesize it. The reactants are: [CH3:1][C:2]1[CH2:11][CH2:10][C:6](=[C:7]([CH3:9])[CH3:8])[C:4](=[O:5])[CH:3]=1.CC(C1C(OC)=C(C(C)(C)C)C=C(P(C2C=C(C(C)(C)C)C(OC)=C(C(C)(C)C)C=2)C2C=CC3OCOC=3C=2C2C3OCOC=3C=CC=2P(C2C=C(C(C)(C)C)C(OC)=C(C(C)(C)C)C=2)C2C=C(C(C)(C)C)C(OC)=C(C(C)(C)C)C=2)C=1)(C)C.[H][H].